Dataset: Reaction yield outcomes from USPTO patents with 853,638 reactions. Task: Predict the reaction yield, written as a fraction of the theoretical maximum amount of product (1.0 means a 100% yield; for example, 0.34 means a 34% yield). The yield is 0.920. The reactants are [N+:1]([C:4]1[CH:9]=[CH:8][CH:7]=[C:6]([C:10]([F:13])([F:12])[F:11])[C:5]=1[OH:14])([O-:3])=[O:2].[C:15]([O-])([O-])=O.[K+].[K+].IC. The catalyst is CN(C=O)C. The product is [N+:1]([C:4]1[CH:9]=[CH:8][CH:7]=[C:6]([C:10]([F:11])([F:12])[F:13])[C:5]=1[O:14][CH3:15])([O-:3])=[O:2].